Dataset: NCI-60 drug combinations with 297,098 pairs across 59 cell lines. Task: Regression. Given two drug SMILES strings and cell line genomic features, predict the synergy score measuring deviation from expected non-interaction effect. Drug 1: CCC1(CC2CC(C3=C(CCN(C2)C1)C4=CC=CC=C4N3)(C5=C(C=C6C(=C5)C78CCN9C7C(C=CC9)(C(C(C8N6C)(C(=O)OC)O)OC(=O)C)CC)OC)C(=O)OC)O.OS(=O)(=O)O. Synergy scores: CSS=42.0, Synergy_ZIP=-5.13, Synergy_Bliss=-4.17, Synergy_Loewe=-2.82, Synergy_HSA=-1.79. Cell line: NCI-H522. Drug 2: CC1C(C(CC(O1)OC2CC(CC3=C2C(=C4C(=C3O)C(=O)C5=C(C4=O)C(=CC=C5)OC)O)(C(=O)CO)O)N)O.Cl.